Dataset: Full USPTO retrosynthesis dataset with 1.9M reactions from patents (1976-2016). Task: Predict the reactants needed to synthesize the given product. (1) The reactants are: [C:10](P([C:10]([CH3:13])([CH3:12])[CH3:11])[C:10]([CH3:13])([CH3:12])[CH3:11])([CH3:13])([CH3:12])[CH3:11].[N:14]1[CH:19]=[CH:18][CH:17]=[C:16]([NH:20][C:21]2[CH:41]=[CH:40][C:24]3[O:25][C:26]4[CH:32]=[C:31]([NH:33][C:34]5[CH:35]=[N:36][CH:37]=[CH:38][CH:39]=5)[CH:30]=[CH:29][C:27]=4[O:28][C:23]=3[CH:22]=2)[CH:15]=1.Br[C:43]1[CH:44]=[C:45]([C:49]2[CH:54]=[CH:53][CH:52]=[CH:51][CH:50]=2)[CH:46]=[CH:47][CH:48]=1.[CH3:55][C:56](C)([O-])[CH3:57].[Na+].C1(C)[C:62]([CH3:67])=[CH:63][CH:64]=[CH:65]C=1. Given the product [C:13]1([C:10]2[CH:11]=[CH:57][CH:56]=[CH:55][CH:12]=2)[CH:65]=[CH:64][CH:63]=[C:62]([N:20]([C:21]2[CH:41]=[CH:40][C:24]3[O:25][C:26]4[CH:32]=[C:31]([N:33]([C:34]5[CH:35]=[N:36][CH:37]=[CH:38][CH:39]=5)[C:43]5[CH:44]=[C:45]([C:49]6[CH:54]=[CH:53][CH:52]=[CH:51][CH:50]=6)[CH:46]=[CH:47][CH:48]=5)[CH:30]=[CH:29][C:27]=4[O:28][C:23]=3[CH:22]=2)[C:16]2[CH:15]=[N:14][CH:19]=[CH:18][CH:17]=2)[CH:67]=1, predict the reactants needed to synthesize it. (2) Given the product [C:16]1([CH3:26])[CH:17]=[CH:18][C:19]([S:22]([OH:25])(=[O:23])=[O:24])=[CH:20][CH:21]=1.[CH3:1][N:2]([CH3:14])[C@@H:3]([CH3:13])[CH2:4][O:5][C:6]1[CH:7]=[CH:8][C:9]([Cl:12])=[N:10][CH:11]=1, predict the reactants needed to synthesize it. The reactants are: [CH3:1][N:2]([CH3:14])[C@@H:3]([CH3:13])[CH2:4][O:5][C:6]1[CH:7]=[CH:8][C:9]([Cl:12])=[N:10][CH:11]=1.O.[C:16]1([CH3:26])[CH:21]=[CH:20][C:19]([S:22]([OH:25])(=[O:24])=[O:23])=[CH:18][CH:17]=1.C(OCC)C. (3) Given the product [Cl:1][C:2]1[CH:3]=[C:4]([C:8]2[C:17]3[C:12](=[CH:13][CH:14]=[C:15]([C:18]([C:26]4[S:27][CH:28]=[CH:29][C:30]=4[Cl:31])([OH:19])[C:20]4[N:21]([CH3:25])[CH:22]=[N:23][CH:24]=4)[CH:16]=3)[N:11]([CH3:35])[C:10](=[O:32])[CH:9]=2)[CH:5]=[CH:6][CH:7]=1, predict the reactants needed to synthesize it. The reactants are: [Cl:1][C:2]1[CH:3]=[C:4]([C:8]2[C:17]3[C:12](=[CH:13][CH:14]=[C:15]([C:18]([C:26]4[S:27][CH:28]=[CH:29][C:30]=4[Cl:31])([C:20]4[N:21]([CH3:25])[CH:22]=[N:23][CH:24]=4)[OH:19])[CH:16]=3)[N:11]=[C:10]([O:32]C)[CH:9]=2)[CH:5]=[CH:6][CH:7]=1.Cl.[CH2:35]1COCC1. (4) Given the product [CH3:10][C:9]1[CH:8]=[C:7]([C:3]2[CH:2]=[N:1][CH:6]=[CH:5][CH:4]=2)[NH:14][N:15]=1, predict the reactants needed to synthesize it. The reactants are: [N:1]1[CH:6]=[CH:5][CH:4]=[C:3]([C:7](=O)[CH2:8][C:9](=O)[CH3:10])[CH:2]=1.O.[NH2:14][NH2:15]. (5) Given the product [N:15]([CH2:13][CH2:12][O:11][CH2:10][CH2:9][O:8][CH2:7][CH2:6][OH:5])=[N+:16]=[N-:17], predict the reactants needed to synthesize it. The reactants are: CS([O:5][CH2:6][CH2:7][O:8][CH2:9][CH2:10][O:11][CH2:12][CH2:13]O)(=O)=O.[N-:15]=[N+:16]=[N-:17].[Na+]. (6) Given the product [Br:1][C:2]1[CH:3]=[CH:4][C:5]2[N:9]([CH2:27][O:26][CH2:25][CH2:24][Si:21]([CH3:23])([CH3:22])[CH3:20])[S:8](=[O:11])(=[O:10])[N:7]([CH3:12])[C:6]=2[CH:13]=1, predict the reactants needed to synthesize it. The reactants are: [Br:1][C:2]1[CH:3]=[CH:4][C:5]2[NH:9][S:8](=[O:11])(=[O:10])[N:7]([CH3:12])[C:6]=2[CH:13]=1.C([O-])([O-])=O.[K+].[K+].[CH3:20][Si:21]([CH2:24][CH2:25][O:26][CH2:27]Cl)([CH3:23])[CH3:22].